Regression/Classification. Given a drug SMILES string, predict its absorption, distribution, metabolism, or excretion properties. Task type varies by dataset: regression for continuous measurements (e.g., permeability, clearance, half-life) or binary classification for categorical outcomes (e.g., BBB penetration, CYP inhibition). Dataset: cyp2c19_veith. From a dataset of CYP2C19 inhibition data for predicting drug metabolism from PubChem BioAssay. The result is 0 (non-inhibitor). The molecule is NC1(C(=O)O)CCC1.